From a dataset of Reaction yield outcomes from USPTO patents with 853,638 reactions. Predict the reaction yield, written as a fraction of the theoretical maximum amount of product (1.0 means a 100% yield; for example, 0.34 means a 34% yield). (1) The reactants are [F:1][C:2]([F:18])([F:17])[C:3]1[O:7][N:6]=[C:5]([C:8]2[S:12][C:11]([C:13]([OH:15])=O)=[CH:10][CH:9]=2)[C:4]=1[CH3:16].[C:19]([CH:21]1[CH2:26][CH2:25][NH:24][CH2:23][CH2:22]1)#[N:20].C1COCC1.N1CCCCC1. The catalyst is C(N(CC)CC)C. The product is [CH3:16][C:4]1[C:5]([C:8]2[S:12][C:11]([C:13]([N:24]3[CH2:25][CH2:26][CH:21]([C:19]#[N:20])[CH2:22][CH2:23]3)=[O:15])=[CH:10][CH:9]=2)=[N:6][O:7][C:3]=1[C:2]([F:1])([F:18])[F:17]. The yield is 0.610. (2) The reactants are [C:1]([O:5][C:6](=[O:38])[NH:7][CH:8]([C:32]1[CH:37]=[CH:36][CH:35]=[CH:34][CH:33]=1)[C:9]([NH:11][NH:12][C:13]([C@@H:15]1[CH2:21][CH2:20][C@@H:19]2[CH2:22][N:16]1[C:17](=[O:31])[N:18]2[O:23]CC1C=CC=CC=1)=[O:14])=[O:10])([CH3:4])([CH3:3])[CH3:2]. The catalyst is CO.[Pd]. The product is [C:1]([O:5][C:6](=[O:38])[NH:7][CH:8]([C:32]1[CH:37]=[CH:36][CH:35]=[CH:34][CH:33]=1)[C:9]([NH:11][NH:12][C:13]([C@@H:15]1[CH2:21][CH2:20][C@@H:19]2[CH2:22][N:16]1[C:17](=[O:31])[N:18]2[OH:23])=[O:14])=[O:10])([CH3:4])([CH3:2])[CH3:3]. The yield is 1.00. (3) The reactants are [CH2:1]([O:3][C:4]([C:6]1[NH:7][C:8]2[C:13]([CH:14]=1)=[CH:12][C:11]([OH:15])=[C:10]([Br:16])[CH:9]=2)=[O:5])[CH3:2].[CH:17]([N:20]1[CH2:25][CH2:24][CH:23](O)[CH2:22][CH2:21]1)([CH3:19])[CH3:18].C(P(CCCC)CCCC)CCC.N(C(OC(C)(C)C)=O)=NC(OC(C)(C)C)=O. The catalyst is O1CCCC1. The product is [CH2:1]([O:3][C:4]([C:6]1[NH:7][C:8]2[C:13]([CH:14]=1)=[CH:12][C:11]([O:15][CH:23]1[CH2:24][CH2:25][N:20]([CH:17]([CH3:19])[CH3:18])[CH2:21][CH2:22]1)=[C:10]([Br:16])[CH:9]=2)=[O:5])[CH3:2]. The yield is 0.550. (4) The reactants are C[O:2][C:3]([C:5]1[S:6][CH:7]=[C:8]([CH3:11])[C:9]=1[NH2:10])=O.[CH:12]([NH2:14])=O. No catalyst specified. The yield is 0.910. The product is [CH3:11][C:8]1[C:9]2[N:10]=[CH:12][NH:14][C:3](=[O:2])[C:5]=2[S:6][CH:7]=1. (5) The reactants are C[Al](C)C.Cl.[CH2:6]([NH2:8])[CH3:7].[C:9]1([C:15]2[CH:16]=[C:17]([CH:22]=[CH:23][CH:24]=2)[C:18](OC)=[O:19])[CH:14]=[CH:13][CH:12]=[CH:11][CH:10]=1.Cl. The catalyst is C1(C)C=CC=CC=1. The product is [CH2:6]([NH:8][C:18](=[O:19])[C:17]1[CH:22]=[CH:23][CH:24]=[C:15]([C:9]2[CH:10]=[CH:11][CH:12]=[CH:13][CH:14]=2)[CH:16]=1)[CH3:7]. The yield is 0.620. (6) The reactants are C([Li])(C)(C)C.Br[C:7]1[CH:12]=[CH:11][C:10]([Br:13])=[CH:9][CH:8]=1.[Cu](C#N)C#N.[C:19]([O:24][CH3:25])(=[O:23])[C@H:20]1[O:22][CH2:21]1.[Cl-].[NH4+]. The catalyst is CCCCC. The product is [Br:13][C:10]1[CH:11]=[CH:12][C:7]([CH2:21][C@H:20]([OH:22])[C:19]([O:24][CH3:25])=[O:23])=[CH:8][CH:9]=1. The yield is 0.440. (7) The reactants are C[O:2][C:3]([C:5]1([C:8]2[CH:9]=[CH:10][C:11]3[O:15][CH:14]=[N:13][C:12]=3[CH:16]=2)[CH2:7][CH2:6]1)=[O:4].O. The catalyst is CCS. The product is [O:15]1[C:11]2[CH:10]=[CH:9][C:8]([C:5]3([C:3]([OH:4])=[O:2])[CH2:7][CH2:6]3)=[CH:16][C:12]=2[N:13]=[CH:14]1. The yield is 0.110. (8) The reactants are C([O:5][C:6](=[O:40])[CH2:7][O:8][C:9]1[C:14]2[CH2:15][CH2:16][CH2:17][CH2:18][CH:19]([N:20]([S:22]([C:25]3[CH:26]=[C:27]([C:31]4[CH:36]=[CH:35][CH:34]=[C:33]([CH:37]([CH3:39])[CH3:38])[CH:32]=4)[CH:28]=[CH:29][CH:30]=3)(=[O:24])=[O:23])C)[C:13]=2[CH:12]=[CH:11][CH:10]=1)(C)(C)C.[OH-].[Na+]. No catalyst specified. The product is [CH:37]([C:33]1[CH:32]=[C:31]([C:27]2[CH:28]=[CH:29][CH:30]=[C:25]([S:22]([NH:20][CH:19]3[C:13]4[CH:12]=[CH:11][CH:10]=[C:9]([O:8][CH2:7][C:6]([OH:40])=[O:5])[C:14]=4[CH2:15][CH2:16][CH2:17][CH2:18]3)(=[O:24])=[O:23])[CH:26]=2)[CH:36]=[CH:35][CH:34]=1)([CH3:39])[CH3:38]. The yield is 0.800. (9) The reactants are Cl[C:2]1[CH:7]=[C:6]([C:8]([F:11])([F:10])[F:9])[N:5]=[C:4]([C:12]2[CH:17]=[CH:16][CH:15]=[C:14]([Cl:18])[CH:13]=2)[N:3]=1.[NH2:19][C:20]1[CH:28]=[CH:27][C:23]([CH2:24][CH2:25][OH:26])=[CH:22][CH:21]=1. The catalyst is CN1C(=O)CCC1. The product is [Cl:18][C:14]1[CH:13]=[C:12]([C:4]2[N:3]=[C:2]([NH:19][C:20]3[CH:28]=[CH:27][C:23]([CH2:24][CH2:25][OH:26])=[CH:22][CH:21]=3)[CH:7]=[C:6]([C:8]([F:11])([F:10])[F:9])[N:5]=2)[CH:17]=[CH:16][CH:15]=1. The yield is 0.440.